From a dataset of Forward reaction prediction with 1.9M reactions from USPTO patents (1976-2016). Predict the product of the given reaction. (1) Given the reactants [C:1]([C:3]1[CH:4]=[C:5]([NH:9][C:10](=[O:28])[NH:11][C:12]2[CH:17]=[CH:16][C:15]([S:18]([N:21]([CH2:25][CH2:26][OH:27])[CH2:22][CH2:23][OH:24])(=[O:20])=[O:19])=[CH:14][CH:13]=2)[CH:6]=[CH:7][CH:8]=1)#[N:2].[CH2:29]([N:33]1[CH2:38][CH2:37][NH:36][CH2:35][CH2:34]1)[CH2:30][CH2:31][CH3:32], predict the reaction product. The product is: [CH2:29]([N:33]1[CH2:38][CH2:37][N:36]([C:1](=[NH:2])[C:3]2[CH:4]=[C:5]([NH:9][C:10](=[O:28])[NH:11][C:12]3[CH:13]=[CH:14][C:15]([S:18]([N:21]([CH2:22][CH2:23][OH:24])[CH2:25][CH2:26][OH:27])(=[O:19])=[O:20])=[CH:16][CH:17]=3)[CH:6]=[CH:7][CH:8]=2)[CH2:35][CH2:34]1)[CH2:30][CH2:31][CH3:32]. (2) Given the reactants Cl[C:2]1[CH:7]=CC=C(F)[C:3]=1[C:9]1[C:13](C(OC)=O)=[C:12](C(C(=O)C(F)(F)F)=CN(C)C)[O:11][N:10]=1.ClC1C=C([NH:36][NH2:37])C=CC=1.C(N(CC)C(C)C)(C)C, predict the reaction product. The product is: [NH:36]1[CH:7]=[CH:2][C:3]([C:9]2[CH:13]=[CH:12][O:11][N:10]=2)=[N:37]1. (3) Given the reactants C([O:3][C:4](=[O:36])[CH2:5][C@@H:6]([C:28]1[CH:29]=[N:30][C:31]([O:34][CH3:35])=[CH:32][CH:33]=1)[N:7]1[CH2:11][CH2:10][N:9]([CH2:12][CH2:13][CH2:14][C:15]2[CH:24]=[CH:23][C:22]3[CH2:21][CH2:20][CH2:19][NH:18][C:17]=3[N:16]=2)[C:8]1=[N:25][C:26]#[N:27])C.[Li+].[OH-].Cl, predict the reaction product. The product is: [CH3:35][O:34][C:31]1[N:30]=[CH:29][C:28]([C@@H:6]([N:7]2[CH2:11][CH2:10][N:9]([CH2:12][CH2:13][CH2:14][C:15]3[CH:24]=[CH:23][C:22]4[CH2:21][CH2:20][CH2:19][NH:18][C:17]=4[N:16]=3)[C:8]2=[N:25][C:26]#[N:27])[CH2:5][C:4]([OH:36])=[O:3])=[CH:33][CH:32]=1. (4) Given the reactants [OH:1][C:2]1[C:3]([C:8]([OH:10])=[O:9])=[N:4][CH:5]=[CH:6][CH:7]=1.[NH4+].[OH-], predict the reaction product. The product is: [OH:1][C@H:2]1[CH2:7][CH2:6][CH2:5][NH:4][C@H:3]1[C:8]([OH:10])=[O:9].